Dataset: Full USPTO retrosynthesis dataset with 1.9M reactions from patents (1976-2016). Task: Predict the reactants needed to synthesize the given product. (1) Given the product [Cl:22][C:20]1[CH:11]=[CH:12][C:2]([O:17][CH3:14])=[CH:3][C:4]=1[C:2]1[CH:12]=[C:11]([CH3:13])[C:5]2[N:6]=[C:7]([NH2:10])[N:8]=[N:9][C:4]=2[CH:3]=1, predict the reactants needed to synthesize it. The reactants are: Br[C:2]1[CH:12]=[C:11]([CH3:13])[C:5]2[N:6]=[C:7]([NH2:10])[N:8]=[N:9][C:4]=2[CH:3]=1.[C:14]([O-:17])([O-])=O.[Na+].[Na+].[CH2:20]([Cl:22])Cl. (2) Given the product [O:24]=[C:29]1[C:28]2[C:17](=[CH:16][C:9]([S:10][CH2:11][CH2:12][C:13]([O:15][CH2:16][CH:17]([CH2:22][CH3:23])[CH2:18][CH2:19][CH2:20][CH3:21])=[O:14])=[CH:7][CH:8]=2)[CH2:18][CH2:19]1, predict the reactants needed to synthesize it. The reactants are: CCN([CH:7]([CH3:9])[CH3:8])C(C)C.[SH:10][CH2:11][CH2:12][C:13]([O:15][CH2:16][CH:17]([CH2:22][CH3:23])[CH2:18][CH2:19][CH2:20][CH3:21])=[O:14].[O:24]1[CH2:29][CH2:28]OCC1.